This data is from Merck oncology drug combination screen with 23,052 pairs across 39 cell lines. The task is: Regression. Given two drug SMILES strings and cell line genomic features, predict the synergy score measuring deviation from expected non-interaction effect. (1) Drug 2: CNC(=O)c1cc(Oc2ccc(NC(=O)Nc3ccc(Cl)c(C(F)(F)F)c3)cc2)ccn1. Synergy scores: synergy=22.7. Cell line: HCT116. Drug 1: CCC1(O)CC2CN(CCc3c([nH]c4ccccc34)C(C(=O)OC)(c3cc4c(cc3OC)N(C)C3C(O)(C(=O)OC)C(OC(C)=O)C5(CC)C=CCN6CCC43C65)C2)C1. (2) Drug 1: O=C(NOCC(O)CO)c1ccc(F)c(F)c1Nc1ccc(I)cc1F. Drug 2: NC1CCCCC1N.O=C(O)C(=O)O.[Pt+2]. Cell line: A375. Synergy scores: synergy=-13.8. (3) Cell line: NCIH2122. Drug 1: CC1CC2C3CCC4=CC(=O)C=CC4(C)C3(F)C(O)CC2(C)C1(O)C(=O)CO. Drug 2: C#Cc1cccc(Nc2ncnc3cc(OCCOC)c(OCCOC)cc23)c1. Synergy scores: synergy=52.7. (4) Drug 2: CCN(CC)CCNC(=O)c1c(C)[nH]c(C=C2C(=O)Nc3ccc(F)cc32)c1C. Drug 1: O=P1(N(CCCl)CCCl)NCCCO1. Cell line: UWB1289. Synergy scores: synergy=5.32. (5) Drug 1: O=C(CCCCCCC(=O)Nc1ccccc1)NO. Drug 2: Cc1nc(Nc2ncc(C(=O)Nc3c(C)cccc3Cl)s2)cc(N2CCN(CCO)CC2)n1. Cell line: HT29. Synergy scores: synergy=4.39. (6) Drug 1: COc1cccc2c1C(=O)c1c(O)c3c(c(O)c1C2=O)CC(O)(C(=O)CO)CC3OC1CC(N)C(O)C(C)O1. Drug 2: CS(=O)(=O)CCNCc1ccc(-c2ccc3ncnc(Nc4ccc(OCc5cccc(F)c5)c(Cl)c4)c3c2)o1. Cell line: HCT116. Synergy scores: synergy=15.7. (7) Drug 1: N.N.O=C(O)C1(C(=O)O)CCC1.[Pt]. Drug 2: CCc1cnn2c(NCc3ccc[n+]([O-])c3)cc(N3CCCCC3CCO)nc12. Cell line: NCIH460. Synergy scores: synergy=-6.26. (8) Drug 1: COC12C(COC(N)=O)C3=C(C(=O)C(C)=C(N)C3=O)N1CC1NC12. Drug 2: C#Cc1cccc(Nc2ncnc3cc(OCCOC)c(OCCOC)cc23)c1. Cell line: NCIH460. Synergy scores: synergy=-98.5. (9) Drug 1: COC1CC2CCC(C)C(O)(O2)C(=O)C(=O)N2CCCCC2C(=O)OC(C(C)CC2CCC(OP(C)(C)=O)C(OC)C2)CC(=O)C(C)C=C(C)C(O)C(OC)C(=O)C(C)CC(C)C=CC=CC=C1C. Drug 2: Cn1cc(-c2cnn3c(N)c(Br)c(C4CCCNC4)nc23)cn1. Cell line: CAOV3. Synergy scores: synergy=59.7.